Predict the reactants needed to synthesize the given product. From a dataset of Full USPTO retrosynthesis dataset with 1.9M reactions from patents (1976-2016). Given the product [O:1]1[C:10]2[CH:9]=[C:8]([CH2:11][N:12]([CH2:34][C:35]([OH:37])=[O:36])[CH:13]3[CH2:18][CH2:17][N:16]([CH2:19][CH2:20][N:21]4[C:30]5[C:25](=[N:26][CH:27]=[C:28]([O:31][CH3:32])[CH:29]=5)[CH:24]=[CH:23][C:22]4=[O:33])[CH2:15][CH2:14]3)[N:7]=[CH:6][C:5]=2[O:4][CH2:3][CH2:2]1, predict the reactants needed to synthesize it. The reactants are: [O:1]1[C:10]2[CH:9]=[C:8]([CH2:11][N:12]([CH2:34][C:35]([O:37]CC)=[O:36])[CH:13]3[CH2:18][CH2:17][N:16]([CH2:19][CH2:20][N:21]4[C:30]5[C:25](=[N:26][CH:27]=[C:28]([O:31][CH3:32])[CH:29]=5)[CH:24]=[CH:23][C:22]4=[O:33])[CH2:15][CH2:14]3)[N:7]=[CH:6][C:5]=2[O:4][CH2:3][CH2:2]1.[OH-].[Na+].Cl.